Dataset: Forward reaction prediction with 1.9M reactions from USPTO patents (1976-2016). Task: Predict the product of the given reaction. (1) Given the reactants [F:1][C:2]([F:23])([F:22])[C:3]1[CH:21]=[CH:20][CH:19]=[CH:18][C:4]=1[O:5][C@H:6]1[CH2:10][CH2:9][N:8](C(OC(C)(C)C)=O)[CH2:7]1.C(O)(C(F)(F)F)=O, predict the reaction product. The product is: [F:23][C:2]([F:1])([F:22])[C:3]1[CH:21]=[CH:20][CH:19]=[CH:18][C:4]=1[O:5][C@H:6]1[CH2:10][CH2:9][NH:8][CH2:7]1. (2) Given the reactants [Cl:1][C:2]1[N:3]=[C:4]([N:22]2[CH2:27][CH2:26][CH:25]([CH2:28][NH:29][C:30](=[O:36])[O:31][C:32]([CH3:35])([CH3:34])[CH3:33])[CH2:24][CH2:23]2)[C:5]2[C:10](I)=[CH:9][N:8]([S:12]([C:15]3[CH:21]=[CH:20][C:18]([CH3:19])=[CH:17][CH:16]=3)(=[O:14])=[O:13])[C:6]=2[N:7]=1.O.CCOC(C)=O.[CH3:44][N:45](C=O)C, predict the reaction product. The product is: [Cl:1][C:2]1[N:3]=[C:4]([N:22]2[CH2:27][CH2:26][CH:25]([CH2:28][NH:29][C:30](=[O:36])[O:31][C:32]([CH3:35])([CH3:34])[CH3:33])[CH2:24][CH2:23]2)[C:5]2[C:10]([C:44]#[N:45])=[CH:9][N:8]([S:12]([C:15]3[CH:21]=[CH:20][C:18]([CH3:19])=[CH:17][CH:16]=3)(=[O:14])=[O:13])[C:6]=2[N:7]=1. (3) Given the reactants [CH3:1][O:2][C:3]1[CH:8]=[CH:7][C:6]([NH:9][C:10](=[O:21])[C:11]2[C:16]([CH3:17])=[CH:15][CH:14]=[CH:13][C:12]=2[N+:18]([O-])=O)=[CH:5][CH:4]=1.[C:22]([C:26]1[CH:34]=[CH:33][C:29]([C:30](Cl)=[O:31])=[CH:28][CH:27]=1)([CH3:25])([CH3:24])[CH3:23], predict the reaction product. The product is: [C:22]([C:26]1[CH:27]=[CH:28][C:29]([C:30]([NH:18][C:12]2[CH:13]=[CH:14][CH:15]=[C:16]([CH3:17])[C:11]=2[C:10]([NH:9][C:6]2[CH:7]=[CH:8][C:3]([O:2][CH3:1])=[CH:4][CH:5]=2)=[O:21])=[O:31])=[CH:33][CH:34]=1)([CH3:25])([CH3:23])[CH3:24]. (4) Given the reactants CC(C[AlH]CC(C)C)C.CON(C)[C:13]([C:15]1[CH:16]=[C:17]2[C:22](=[CH:23][CH:24]=1)[N:21]=[CH:20][C:19]([C:25]1[CH:30]=[CH:29][CH:28]=[CH:27][CH:26]=1)=[N:18]2)=[O:14].C(C(C(C([O-])=O)O)O)([O-])=O.[Na+].[K+], predict the reaction product. The product is: [C:25]1([C:19]2[CH:20]=[N:21][C:22]3[C:17]([N:18]=2)=[CH:16][C:15]([CH:13]=[O:14])=[CH:24][CH:23]=3)[CH:26]=[CH:27][CH:28]=[CH:29][CH:30]=1. (5) Given the reactants [CH3:1][O-:2].[Na+].[Cl:4][C:5]1[C:10]([N+:11]([O-:13])=[O:12])=[C:9](Cl)[N:8]=[CH:7][N:6]=1, predict the reaction product. The product is: [Cl:4][C:5]1[C:10]([N+:11]([O-:13])=[O:12])=[C:9]([O:2][CH3:1])[N:8]=[CH:7][N:6]=1. (6) Given the reactants [O:1]1[CH2:6][C:5](=O)[CH2:4][C:3](=[O:8])[CH2:2]1.[I:9][C:10]1[CH:11]=[C:12]([CH:15]=[CH:16][C:17]=1[CH3:18])[CH:13]=O.[NH2:19][C:20]1[N:24]([CH3:25])[NH:23][C:22](=[O:26])[CH:21]=1, predict the reaction product. The product is: [I:9][C:10]1[CH:11]=[C:12]([CH:13]2[C:21]3[C:22](=[O:26])[NH:23][N:24]([CH3:25])[C:20]=3[NH:19][C:5]3[CH2:6][O:1][CH2:2][C:3](=[O:8])[C:4]2=3)[CH:15]=[CH:16][C:17]=1[CH3:18]. (7) The product is: [NH2:1][C@H:2]([C:10]([NH:1][C@H:2]([C:10]([OH:12])=[O:11])[CH2:3][CH2:4][C:5]([NH:7][CH2:8][CH3:9])=[O:6])=[O:11])[CH2:3][CH2:4][C:5]([NH:7][CH2:8][CH3:9])=[O:6]. Given the reactants [NH2:1][C@H:2]([C:10]([OH:12])=[O:11])[CH2:3][CH2:4][C:5]([NH:7][CH2:8][CH3:9])=[O:6], predict the reaction product. (8) The product is: [CH:1]1([C:4]2[CH:5]=[CH:6][C:7]([C:15]([N:23]3[CH2:24][C@@H:20]([F:19])[CH2:21][C@H:22]3[C:25]([NH2:27])=[O:26])=[O:17])=[N:8][C:9]=2[O:10][CH2:11][CH:12]2[CH2:13][CH2:14]2)[CH2:2][CH2:3]1. Given the reactants [CH:1]1([C:4]2[CH:5]=[CH:6][C:7]([C:15]([OH:17])=O)=[N:8][C:9]=2[O:10][CH2:11][CH:12]2[CH2:14][CH2:13]2)[CH2:3][CH2:2]1.Cl.[F:19][C@@H:20]1[CH2:24][NH:23][C@H:22]([C:25]([NH2:27])=[O:26])[CH2:21]1, predict the reaction product.